This data is from Reaction yield outcomes from USPTO patents with 853,638 reactions. The task is: Predict the reaction yield, written as a fraction of the theoretical maximum amount of product (1.0 means a 100% yield; for example, 0.34 means a 34% yield). The reactants are [CH3:1][O:2][C:3]1[CH:4]=[C:5]([CH:24]=[CH:25][C:26]=1[O:27][CH3:28])[CH2:6][NH:7][C:8]1[N:13]2[N:14]=[C:15]([C:17]3[O:18][CH:19]=[CH:20][CH:21]=3)[N:16]=[C:12]2[C:11]([CH:22]=O)=[CH:10][N:9]=1.[C:29]1([N:35]2[CH2:40][CH2:39][NH:38][CH2:37][CH2:36]2)[CH:34]=[CH:33][CH:32]=[CH:31][CH:30]=1.C(O[BH-](OC(=O)C)OC(=O)C)(=O)C.[Na+]. The catalyst is ClC(Cl)C.C(OCC)(=O)C. The product is [CH3:1][O:2][C:3]1[CH:4]=[C:5]([CH:24]=[CH:25][C:26]=1[O:27][CH3:28])[CH2:6][NH:7][C:8]1[N:13]2[N:14]=[C:15]([C:17]3[O:18][CH:19]=[CH:20][CH:21]=3)[N:16]=[C:12]2[C:11]([CH2:22][N:38]2[CH2:39][CH2:40][N:35]([C:29]3[CH:34]=[CH:33][CH:32]=[CH:31][CH:30]=3)[CH2:36][CH2:37]2)=[CH:10][N:9]=1. The yield is 0.910.